From a dataset of Reaction yield outcomes from USPTO patents with 853,638 reactions. Predict the reaction yield, written as a fraction of the theoretical maximum amount of product (1.0 means a 100% yield; for example, 0.34 means a 34% yield). (1) The reactants are Cl[C:2]1[N:7]=[C:6]([Cl:8])[N:5]=[C:4]([NH:9][C:10]2[CH:15]=[CH:14][C:13]([F:16])=[C:12]([C:17]([F:20])([F:19])[F:18])[CH:11]=2)[N:3]=1.[Cl:21][C:22]1[N:27]=[CH:26][C:25]([CH2:28][NH2:29])=[CH:24][CH:23]=1. The catalyst is O1CCOCC1.O.C(OCC)(=O)C. The product is [Cl:8][C:6]1[N:7]=[C:2]([NH:29][CH2:28][C:25]2[CH:26]=[N:27][C:22]([Cl:21])=[CH:23][CH:24]=2)[N:3]=[C:4]([NH:9][C:10]2[CH:15]=[CH:14][C:13]([F:16])=[C:12]([C:17]([F:20])([F:19])[F:18])[CH:11]=2)[N:5]=1. The yield is 0.600. (2) The reactants are [NH2:1][C@H:2]1[CH2:7][CH2:6][CH2:5][N:4]([C:8]2[N:13]3[N:14]=[CH:15][CH:16]=[C:12]3[N:11]=[C:10]([NH:17][C:18](=[O:29])[C:19]3[CH:24]=[CH:23][C:22]([C:25]([OH:28])([CH3:27])[CH3:26])=[CH:21][CH:20]=3)[CH:9]=2)[CH2:3]1.F[C:31](F)(F)[C:32]([O-])=[O:33].C(Cl)(=O)C.O. The catalyst is N1C=CC=CC=1. The product is [C:32]([NH:1][C@H:2]1[CH2:7][CH2:6][CH2:5][N:4]([C:8]2[N:13]3[N:14]=[CH:15][CH:16]=[C:12]3[N:11]=[C:10]([NH:17][C:18](=[O:29])[C:19]3[CH:24]=[CH:23][C:22]([C:25]([OH:28])([CH3:26])[CH3:27])=[CH:21][CH:20]=3)[CH:9]=2)[CH2:3]1)(=[O:33])[CH3:31]. The yield is 0.330. (3) The reactants are [Cl:1][C:2]1[CH:9]=[CH:8][C:5]([CH2:6]Br)=[CH:4][CH:3]=1.[CH3:10][S:11][C:12]1[NH:13][CH:14]=[CH:15][C:16](=[O:18])[N:17]=1.CN(C=O)C. The catalyst is C(=O)([O-])[O-].[K+].[K+].O. The product is [Cl:1][C:2]1[CH:9]=[CH:8][C:5]([CH2:6][N:17]2[C:16](=[O:18])[CH:15]=[CH:14][N:13]=[C:12]2[S:11][CH3:10])=[CH:4][CH:3]=1. The yield is 0.390. (4) The reactants are C([Li])CCC.[CH:6](N1CCCCC1)=[O:7].Br[C:15]1[C:24]([CH3:25])=[CH:23][C:22]2[C:21]([CH3:27])([CH3:26])[CH2:20][CH2:19][C:18]([CH3:29])([CH3:28])[C:17]=2[CH:16]=1.[Cl-].[NH4+]. The catalyst is O1CCCC1. The product is [CH:6]([C:15]1[C:24]([CH3:25])=[CH:23][C:22]2[C:21]([CH3:27])([CH3:26])[CH2:20][CH2:19][C:18]([CH3:29])([CH3:28])[C:17]=2[CH:16]=1)=[O:7]. The yield is 0.850. (5) The reactants are Cl.[CH3:2][C:3]1[CH:8]=[C:7]([N+:9]([O-:11])=[O:10])[CH:6]=[C:5]([CH3:12])[C:4]=1[NH:13]C(=O)C.C(=O)([O-])[O-].[Na+].[Na+]. The catalyst is O. The product is [CH3:2][C:3]1[CH:8]=[C:7]([N+:9]([O-:11])=[O:10])[CH:6]=[C:5]([CH3:12])[C:4]=1[NH2:13]. The yield is 0.970. (6) The reactants are [N:1]1[CH:6]=[CH:5][CH:4]=[CH:3][C:2]=1[CH2:7][N:8]1[C:16]2[C:11](=[CH:12][C:13]([NH:17][C:18]3[C:27]4[C:22](=[CH:23][CH:24]=[CH:25][C:26]=4[O:28][CH2:29][C:30](OC)=[O:31])[N:21]=[CH:20][N:19]=3)=[CH:14][CH:15]=2)[CH:10]=[N:9]1.[NH:34]1[CH2:38][CH2:37][CH2:36][CH2:35]1. No catalyst specified. The product is [O:31]=[C:30]([N:34]1[CH2:38][CH2:37][CH2:36][CH2:35]1)[CH2:29][O:28][C:26]1[CH:25]=[CH:24][CH:23]=[C:22]2[C:27]=1[C:18]([NH:17][C:13]1[CH:12]=[C:11]3[C:16](=[CH:15][CH:14]=1)[N:8]([CH2:7][C:2]1[CH:3]=[CH:4][CH:5]=[CH:6][N:1]=1)[N:9]=[CH:10]3)=[N:19][CH:20]=[N:21]2. The yield is 0.820. (7) The reactants are [Al+3].[Cl-].[Cl-].[Cl-].[CH3:5][O:6][C:7]1[CH:15]=[N:14][C:13]([C:16]2[CH:21]=[N:20][CH:19]=[CH:18][N:17]=2)=[C:12]2[C:8]=1[CH:9]=[CH:10][NH:11]2.C([O-])(=[O:24])C.[NH4+].C[CH2:28][O:29][C:30]([CH3:32])=[O:31]. The catalyst is C(Cl)Cl.C[N+]([O-])=O. The product is [CH3:28][O:29][C:30](=[O:31])[C:32]([C:9]1[C:8]2[C:12](=[C:13]([C:16]3[CH:21]=[N:20][CH:19]=[CH:18][N:17]=3)[N:14]=[CH:15][C:7]=2[O:6][CH3:5])[NH:11][CH:10]=1)=[O:24]. The yield is 0.680. (8) The catalyst is C(#N)C. The yield is 1.00. The product is [CH3:11][CH:10]([CH3:12])[CH2:9][CH2:8][N:7]([CH2:13][CH2:14][CH:15]([CH3:17])[CH3:16])[C:5](=[O:6])[C:4]1[CH:18]=[CH:19][C:20]([N+:21]([O-:23])=[O:22])=[C:2]([NH:24][CH2:25][CH2:26][CH2:27][N:28]2[CH2:33][CH2:32][CH2:31][CH2:30][CH2:29]2)[CH:3]=1. The reactants are F[C:2]1[CH:3]=[C:4]([CH:18]=[CH:19][C:20]=1[N+:21]([O-:23])=[O:22])[C:5]([N:7]([CH2:13][CH2:14][CH:15]([CH3:17])[CH3:16])[CH2:8][CH2:9][CH:10]([CH3:12])[CH3:11])=[O:6].[NH2:24][CH2:25][CH2:26][CH2:27][N:28]1[CH2:33][CH2:32][CH2:31][CH2:30][CH2:29]1.C(=O)([O-])[O-].[K+].[K+]. (9) The reactants are [C:1]([C:5]1[CH:10]=[CH:9][C:8]([N+:11]([O-:13])=[O:12])=[CH:7][CH:6]=1)([CH3:4])([CH3:3])[CH3:2].[Br:14]Br.S([O-])(O)=O.[Na+]. The catalyst is S(=O)(=O)(O)O.S([O-])([O-])(=O)=O.[Ag+2]. The product is [Br:14][C:10]1[CH:9]=[C:8]([N+:11]([O-:13])=[O:12])[CH:7]=[CH:6][C:5]=1[C:1]([CH3:4])([CH3:2])[CH3:3]. The yield is 0.980.